From a dataset of Catalyst prediction with 721,799 reactions and 888 catalyst types from USPTO. Predict which catalyst facilitates the given reaction. (1) Product: [CH3:1][C:2]1([C:17]([O:19][CH3:20])=[O:18])[CH2:6][CH2:5][N:4]([C:7]([O:9][CH2:10][C:11]2[CH:16]=[CH:15][CH:14]=[CH:13][CH:12]=2)=[O:8])[CH2:3]1. Reactant: [CH3:1][C:2]1([C:17]([O-:19])=[O:18])[CH2:6][CH2:5][N:4]([C:7]([O:9][CH2:10][C:11]2[CH:16]=[CH:15][CH:14]=[CH:13][CH:12]=2)=[O:8])[CH2:3]1.[CH3:20][Si]([N-][Si](C)(C)C)(C)C.[Li+].CI.[Cl-].[NH4+]. The catalyst class is: 1. (2) Reactant: [Br-].[OH:2][CH2:3][CH2:4][N+:5]1[CH:9]=[CH:8][N:7]([CH3:10])[CH:6]=1.[Li+].[C:12]([S:16]([N-:19][S:20]([C:23]([F:26])([F:25])[F:24])(=[O:22])=[O:21])(=[O:18])=[O:17])([F:15])([F:14])[F:13]. Product: [F:26][C:23]([F:24])([F:25])[S:20]([N-:19][S:16]([C:12]([F:13])([F:14])[F:15])(=[O:17])=[O:18])(=[O:21])=[O:22].[OH:2][CH2:3][CH2:4][N+:5]1[CH:9]=[CH:8][N:7]([CH3:10])[CH:6]=1. The catalyst class is: 6. (3) Reactant: [F:1][C:2]([F:23])([F:22])[C:3]1[C:11]2[CH2:10][CH2:9][CH2:8][CH2:7][C:6]=2[N:5]([C:12]2[CH:17]=[CH:16][C:15]([CH2:18][C:19](O)=[O:20])=[CH:14][CH:13]=2)[N:4]=1.C(N1C=CN=C1)(N1C=CN=C1)=O.Cl.[F:37][C:38]1([F:43])[CH2:42][CH2:41][NH:40][CH2:39]1.C(N(CC)CC)C. Product: [F:37][C:38]1([F:43])[CH2:42][CH2:41][N:40]([C:19](=[O:20])[CH2:18][C:15]2[CH:14]=[CH:13][C:12]([N:5]3[C:6]4[CH2:7][CH2:8][CH2:9][CH2:10][C:11]=4[C:3]([C:2]([F:22])([F:1])[F:23])=[N:4]3)=[CH:17][CH:16]=2)[CH2:39]1. The catalyst class is: 4. (4) Reactant: [C:1]([C:5]1[O:9][N:8]=[C:7]([NH:10][C:11](=[O:28])[CH2:12][C:13]2[CH:18]=[CH:17][C:16](B3OC(C)(C)C(C)(C)O3)=[CH:15][CH:14]=2)[CH:6]=1)([CH3:4])([CH3:3])[CH3:2].Br[C:30]1[CH:31]=[CH:32][C:33]([NH:36][CH3:37])=[N:34][CH:35]=1.C(=O)([O-])[O-].[Na+].[Na+]. Product: [C:1]([C:5]1[O:9][N:8]=[C:7]([NH:10][C:11](=[O:28])[CH2:12][C:13]2[CH:14]=[CH:15][C:16]([C:30]3[CH:35]=[N:34][C:33]([NH:36][CH3:37])=[CH:32][CH:31]=3)=[CH:17][CH:18]=2)[CH:6]=1)([CH3:2])([CH3:3])[CH3:4]. The catalyst class is: 10. (5) Reactant: FC(F)(F)C(O)=O.[NH2:8][C:9]1[C:14]([C:15]([C:17]2[CH:22]=[CH:21][CH:20]=[CH:19][C:18]=2[O:23][CH3:24])=[O:16])=[CH:13][N:12]=[C:11]([NH:25][CH:26]2[CH2:31][CH2:30][CH2:29][NH:28][CH2:27]2)[N:10]=1.C(N(CC)CC)C.Cl[C:40]([O:42][CH3:43])=[O:41]. Product: [CH3:43][O:42][C:40]([N:28]1[CH2:29][CH2:30][CH2:31][CH:26]([NH:25][C:11]2[N:10]=[C:9]([NH2:8])[C:14]([C:15](=[O:16])[C:17]3[CH:22]=[CH:21][CH:20]=[CH:19][C:18]=3[O:23][CH3:24])=[CH:13][N:12]=2)[CH2:27]1)=[O:41]. The catalyst class is: 4. (6) Product: [NH2:8][C:9]([CH3:27])([CH3:28])[CH2:10][CH2:11][N:12]1[C:16]2[CH:17]=[C:18]([Cl:26])[C:19]([C:21]([O:23][CH2:24][CH3:25])=[O:22])=[CH:20][C:15]=2[N:14]=[CH:13]1. Reactant: C(OC([NH:8][C:9]([CH3:28])([CH3:27])[CH2:10][CH2:11][N:12]1[C:16]2[CH:17]=[C:18]([Cl:26])[C:19]([C:21]([O:23][CH2:24][CH3:25])=[O:22])=[CH:20][C:15]=2[N:14]=[CH:13]1)=O)(C)(C)C. The catalyst class is: 33.